Dataset: Full USPTO retrosynthesis dataset with 1.9M reactions from patents (1976-2016). Task: Predict the reactants needed to synthesize the given product. (1) Given the product [CH3:2][C:3]1[CH:4]=[C:5]([OH:10])[CH:6]=[C:7]([CH3:9])[C:8]=1[N+:11]([O-:13])=[O:12].[CH3:2][C:3]1[CH:4]=[C:5]([OH:10])[CH:6]=[C:7]([CH3:9])[C:8]=1[N:11]=[O:12], predict the reactants needed to synthesize it. The reactants are: Cl.[CH3:2][C:3]1[CH:4]=[C:5]([OH:10])[CH:6]=[C:7]([CH3:9])[CH:8]=1.[N:11]([O-:13])=[O:12].[Na+]. (2) Given the product [F:3][C:4]1[CH:5]=[C:6]([CH:37]=[CH:38][CH:39]=1)[CH2:7][O:8][C:9]1[CH:10]=[CH:11][C:12]([O:13][CH:14]2[CH2:19][CH2:18][N:17]([C:20]([O:22][C:23]3[CH:28]=[C:27](/[CH:29]=[CH:30]/[C:31]([OH:33])=[O:32])[CH:26]=[N:25][CH:24]=3)=[O:21])[CH2:16][CH2:15]2)=[CH:35][CH:36]=1, predict the reactants needed to synthesize it. The reactants are: [OH-].[Na+].[F:3][C:4]1[CH:5]=[C:6]([CH:37]=[CH:38][CH:39]=1)[CH2:7][O:8][C:9]1[CH:36]=[CH:35][C:12]([O:13][CH:14]2[CH2:19][CH2:18][N:17]([C:20]([O:22][C:23]3[CH:24]=[N:25][CH:26]=[C:27](/[CH:29]=[CH:30]/[C:31]([O:33]C)=[O:32])[CH:28]=3)=[O:21])[CH2:16][CH2:15]2)=[CH:11][CH:10]=1. (3) Given the product [ClH:37].[CH3:1][O:2][C:3]([C@H:5]1[NH:21][C:20](=[O:22])[C@H:19]([CH:23]([CH3:25])[CH3:24])[NH:18][C:17](=[O:26])[C@@H:16]([NH2:27])[CH2:15][C:14]2=[CH:35][CH:36]=[C:11]([CH:12]=[CH:13]2)[O:10][CH2:9][CH2:8][CH2:7][CH2:6]1)=[O:4], predict the reactants needed to synthesize it. The reactants are: [CH3:1][O:2][C:3]([C@H:5]1[NH:21][C:20](=[O:22])[C@H:19]([CH:23]([CH3:25])[CH3:24])[NH:18][C:17](=[O:26])[C@@H:16]([NH:27]C(OC(C)(C)C)=O)[CH2:15][C:14]2=[CH:35][CH:36]=[C:11]([CH:12]=[CH:13]2)[O:10][CH2:9][CH2:8][CH2:7][CH2:6]1)=[O:4].[ClH:37]. (4) Given the product [CH3:29][C@@H:18]1[C@H:17]([NH:16][C:15]([C@@H:13]([O:12][C:11](=[O:31])[NH:35][CH2:34][C:33]([F:40])([F:32])[C:36]([F:39])([F:38])[F:37])[CH3:14])=[O:30])[C:23](=[O:24])[NH:22][C:21]2[CH:25]=[CH:26][CH:27]=[CH:28][C:20]=2[O:19]1, predict the reactants needed to synthesize it. The reactants are: [N+](C1C=CC(O[C:11](=[O:31])[O:12][C@H:13]([C:15](=[O:30])[NH:16][C@@H:17]2[C:23](=[O:24])[NH:22][C:21]3[CH:25]=[CH:26][CH:27]=[CH:28][C:20]=3[O:19][C@@H:18]2[CH3:29])[CH3:14])=CC=1)([O-])=O.[F:32][C:33]([F:40])([C:36]([F:39])([F:38])[F:37])[CH2:34][NH2:35]. (5) Given the product [O:1]=[S:2]1(=[O:18])[N:6]([CH2:7][C:8]2[CH:9]=[CH:10][CH:11]=[CH:12][CH:13]=2)[C@@H:5]([CH:14]([CH3:16])[CH3:15])[CH2:4][O:3]1, predict the reactants needed to synthesize it. The reactants are: [O:1]=[S:2]1[N:6]([CH2:7][C:8]2[CH:13]=[CH:12][CH:11]=[CH:10][CH:9]=2)[C@@H:5]([CH:14]([CH3:16])[CH3:15])[CH2:4][O:3]1.I([O-])(=O)(=O)=[O:18].[Na+]. (6) The reactants are: [NH2:1][C:2]1[NH:3][C:4]([C:7]([O:9][CH3:10])=[O:8])=[N:5][N:6]=1.[C:11](OC(=O)C)(=[O:13])[CH3:12]. Given the product [C:11]([NH:1][C:2]1[NH:3][C:4]([C:7]([O:9][CH3:10])=[O:8])=[N:5][N:6]=1)(=[O:13])[CH3:12], predict the reactants needed to synthesize it. (7) Given the product [F:19][C:5]1[CH:4]=[CH:3][C:2]([NH:1][C:24]([CH:22]2[CH2:23][C:21]2([F:27])[F:20])=[O:25])=[CH:7][C:6]=1[C@:8]1([CH3:18])[CH2:14][C:13]([CH3:16])([CH3:15])[O:12][CH2:11][C:10](=[S:17])[NH:9]1, predict the reactants needed to synthesize it. The reactants are: [NH2:1][C:2]1[CH:3]=[CH:4][C:5]([F:19])=[C:6]([C@:8]2([CH3:18])[CH2:14][C:13]([CH3:16])([CH3:15])[O:12][CH2:11][C:10](=[S:17])[NH:9]2)[CH:7]=1.[F:20][C:21]1([F:27])[CH2:23][CH:22]1[C:24](O)=[O:25].